The task is: Predict the reaction yield, written as a fraction of the theoretical maximum amount of product (1.0 means a 100% yield; for example, 0.34 means a 34% yield).. This data is from Reaction yield outcomes from USPTO patents with 853,638 reactions. (1) The reactants are I[C:2]1[CH:3]=[CH:4][C:5]2[N:6]([CH:8]=[C:9]([NH:11][C:12]([CH:14]3[CH2:16][CH2:15]3)=[O:13])[N:10]=2)[N:7]=1.[NH2:17][C:18]1[CH:19]=[CH:20][C:21]([O:25][CH3:26])=[C:22]([OH:24])[CH:23]=1.C(=O)([O-])[O-].[K+].[K+]. The catalyst is CN(C)C=O. The product is [NH2:17][C:18]1[CH:19]=[CH:20][C:21]([O:25][CH3:26])=[C:22]([CH:23]=1)[O:24][C:2]1[CH:3]=[CH:4][C:5]2[N:6]([CH:8]=[C:9]([NH:11][C:12]([CH:14]3[CH2:16][CH2:15]3)=[O:13])[N:10]=2)[N:7]=1. The yield is 0.360. (2) The reactants are P(OCC)(OCC)OCC.[CH2:11]([O:18][C:19]1[CH:20]=[CH:21][C:22]([C:25]2[CH:30]=[CH:29][CH:28]=[CH:27][C:26]=2[N+:31]([O-])=O)=[N:23][CH:24]=1)[C:12]1[CH:17]=[CH:16][CH:15]=[CH:14][CH:13]=1. No catalyst specified. The product is [CH2:11]([O:18][C:19]1[CH:24]=[N:23][C:22]2[C:25]3[CH:30]=[CH:29][CH:28]=[CH:27][C:26]=3[NH:31][C:21]=2[CH:20]=1)[C:12]1[CH:17]=[CH:16][CH:15]=[CH:14][CH:13]=1. The yield is 0.335.